This data is from Forward reaction prediction with 1.9M reactions from USPTO patents (1976-2016). The task is: Predict the product of the given reaction. (1) Given the reactants [CH2:1]([O:3][C:4]([C:6]1[C:7](Cl)=[N:8][C:9]2[C:14]([C:15]=1[C:16]1[CH:21]=[CH:20][CH:19]=[CH:18][CH:17]=1)=[CH:13][C:12]([Cl:22])=[CH:11][CH:10]=2)=[O:5])[CH3:2].[CH:24]1([OH:29])[CH2:28][CH2:27][CH2:26][CH2:25]1, predict the reaction product. The product is: [CH2:1]([O:3][C:4]([C:6]1[C:7]([O:29][CH:24]2[CH2:28][CH2:27][CH2:26][CH2:25]2)=[N:8][C:9]2[C:14]([C:15]=1[C:16]1[CH:21]=[CH:20][CH:19]=[CH:18][CH:17]=1)=[CH:13][C:12]([Cl:22])=[CH:11][CH:10]=2)=[O:5])[CH3:2]. (2) Given the reactants [C:1]([O:5][C:6]([N:8]1[CH2:12][CH2:11][CH2:10][C@@H:9]1[C@@H:13]([OH:41])[C@@H:14]([N:24](CC1C=CC=CC=1C)CC1C=CC=CC=1C)[CH2:15][C:16]1[CH:21]=[C:20]([F:22])[CH:19]=[C:18]([F:23])[CH:17]=1)=[O:7])([CH3:4])([CH3:3])[CH3:2].[H][H], predict the reaction product. The product is: [C:1]([O:5][C:6]([N:8]1[CH2:12][CH2:11][CH2:10][C@@H:9]1[C@@H:13]([OH:41])[C@@H:14]([NH2:24])[CH2:15][C:16]1[CH:21]=[C:20]([F:22])[CH:19]=[C:18]([F:23])[CH:17]=1)=[O:7])([CH3:4])([CH3:2])[CH3:3].